This data is from Catalyst prediction with 721,799 reactions and 888 catalyst types from USPTO. The task is: Predict which catalyst facilitates the given reaction. (1) Reactant: [F:1][C:2]1[CH:31]=[CH:30][C:5]([CH2:6][C:7]2[N:11]([CH2:12][C:13]([OH:15])=O)[N:10]=[C:9]([C:16]3[N:17]=[N:18][N:19]([CH2:21][C:22]4[CH:27]=[CH:26][C:25]([O:28][CH3:29])=[CH:24][CH:23]=4)[CH:20]=3)[CH:8]=2)=[CH:4][CH:3]=1.[CH3:32][C:33]([NH2:42])([CH3:41])[CH2:34][N:35]1[CH2:40][CH2:39][O:38][CH2:37][CH2:36]1.CN(C(ON1N=NC2C=CC=NC1=2)=[N+](C)C)C.F[P-](F)(F)(F)(F)F.CCN(CC)CC. Product: [CH3:41][C:33]([NH:42][C:13](=[O:15])[CH2:12][N:11]1[C:7]([CH2:6][C:5]2[CH:4]=[CH:3][C:2]([F:1])=[CH:31][CH:30]=2)=[CH:8][C:9]([C:16]2[N:17]=[N:18][N:19]([CH2:21][C:22]3[CH:23]=[CH:24][C:25]([O:28][CH3:29])=[CH:26][CH:27]=3)[CH:20]=2)=[N:10]1)([CH3:32])[CH2:34][N:35]1[CH2:36][CH2:37][O:38][CH2:39][CH2:40]1. The catalyst class is: 3. (2) Reactant: [F:1][CH2:2][CH2:3][NH:4][C@H:5]([C@@H:7]1[CH2:11][CH2:10][NH:9][CH2:8]1)[CH3:6].C(N(C(C)C)CC)(C)C.[CH:21]1([N:24]2[C:33]3[C:28](=[CH:29][C:30]([F:37])=[C:31](F)[C:32]=3[O:34][CH3:35])[C:27](=[O:38])[C:26]3[C:39]([OH:44])=[C:40]([C:42]#[N:43])[S:41][C:25]2=3)[CH2:23][CH2:22]1.Cl. Product: [CH:21]1([N:24]2[C:33]3[C:28](=[CH:29][C:30]([F:37])=[C:31]([N:9]4[CH2:10][CH2:11][C@@H:7]([C@@H:5]([NH:4][CH2:3][CH2:2][F:1])[CH3:6])[CH2:8]4)[C:32]=3[O:34][CH3:35])[C:27](=[O:38])[C:26]3[C:39]([OH:44])=[C:40]([C:42]#[N:43])[S:41][C:25]2=3)[CH2:22][CH2:23]1. The catalyst class is: 376. (3) Reactant: N[C:2]1[N:7]=[CH:6][C:5]([NH:8][C:9](=[O:20])[C:10]2[CH:15]=[C:14]([N+:16]([O-:18])=[O:17])[CH:13]=[CH:12][C:11]=2[CH3:19])=[CH:4][N:3]=1.C(I)[I:22].CCOC(C)=O. Product: [I:22][C:2]1[N:7]=[CH:6][C:5]([NH:8][C:9](=[O:20])[C:10]2[CH:15]=[C:14]([N+:16]([O-:18])=[O:17])[CH:13]=[CH:12][C:11]=2[CH3:19])=[CH:4][N:3]=1. The catalyst class is: 356. (4) Reactant: [F:1][C:2]1[CH:3]=[C:4]([CH:20]=[CH:21][C:22]=1[F:23])[CH2:5][N:6]([O:18][CH3:19])[C:7](=[O:17])[CH:8]=[C:9]1[C:13](=[O:14])[O:12][C:11](C)(C)[O:10]1. Product: [CH3:11][O:12][C:13](=[O:14])[C:9]([OH:10])=[CH:8][C:7](=[O:17])[N:6]([CH2:5][C:4]1[CH:20]=[CH:21][C:22]([F:23])=[C:2]([F:1])[CH:3]=1)[O:18][CH3:19]. The catalyst class is: 5. (5) Reactant: C([O:8][C:9]1[CH:10]=[CH:11][C:12]([CH2:16][N:17]2[C:25]3[C:20](=[C:21]([N+:26]([O-])=O)[CH:22]=[CH:23][CH:24]=3)[C:19]([CH:29]3[CH2:31][CH2:30]3)=[N:18]2)=[N:13][C:14]=1[CH3:15])C1C=CC=CC=1. Product: [NH2:26][C:21]1[CH:22]=[CH:23][CH:24]=[C:25]2[C:20]=1[C:19]([CH:29]1[CH2:31][CH2:30]1)=[N:18][N:17]2[CH2:16][C:12]1[N:13]=[C:14]([CH3:15])[C:9]([OH:8])=[CH:10][CH:11]=1. The catalyst class is: 50. (6) Reactant: Cl[C:2]1[CH:7]=[C:6]([C:8]2[N:12]([C:13]3[CH:18]=[CH:17][C:16]([F:19])=[C:15]([Cl:20])[CH:14]=3)[N:11]=[CH:10][CH:9]=2)[CH:5]=[CH:4][N:3]=1.[C:21](=[NH:34])([C:28]1[CH:33]=[CH:32][CH:31]=[CH:30][CH:29]=1)[C:22]1[CH:27]=[CH:26][CH:25]=[CH:24][CH:23]=1.C1C=CC(P(C2C(C3C(P(C4C=CC=CC=4)C4C=CC=CC=4)=CC=C4C=3C=CC=C4)=C3C(C=CC=C3)=CC=2)C2C=CC=CC=2)=CC=1.CC(C)([O-])C.[Na+]. Product: [Cl:20][C:15]1[CH:14]=[C:13]([N:12]2[C:8]([C:6]3[CH:5]=[CH:4][N:3]=[C:2]([N:34]=[C:21]([C:22]4[CH:27]=[CH:26][CH:25]=[CH:24][CH:23]=4)[C:28]4[CH:33]=[CH:32][CH:31]=[CH:30][CH:29]=4)[CH:7]=3)=[CH:9][CH:10]=[N:11]2)[CH:18]=[CH:17][C:16]=1[F:19]. The catalyst class is: 187. (7) Reactant: [NH2:1][C:2]1[CH:3]=[C:4]2[C:8](=[CH:9][CH:10]=1)[N:7]([CH2:11][CH:12]([CH3:14])[CH3:13])[NH:6][C:5]2=[O:15].[F:16][C:17]([F:29])([F:28])[C:18]1[CH:19]=[C:20]([S:24](Cl)(=[O:26])=[O:25])[CH:21]=[CH:22][CH:23]=1. Product: [CH2:11]([N:7]1[C:8]2[C:4](=[CH:3][C:2]([NH:1][S:24]([C:20]3[CH:21]=[CH:22][CH:23]=[C:18]([C:17]([F:16])([F:28])[F:29])[CH:19]=3)(=[O:26])=[O:25])=[CH:10][CH:9]=2)[C:5](=[O:15])[NH:6]1)[CH:12]([CH3:13])[CH3:14]. The catalyst class is: 17. (8) Reactant: [CH3:1][Li].Br[C:4]1[N:8]([C:9]2[C:14]([Cl:15])=[CH:13][C:12]([C:16]([F:19])([F:18])[F:17])=[CH:11][C:10]=2[Cl:20])[N:7]=[C:6]([C:21]#[N:22])[C:5]=1[S:23][CH3:24].CI. Product: [Cl:20][C:10]1[CH:11]=[C:12]([C:16]([F:19])([F:18])[F:17])[CH:13]=[C:14]([Cl:15])[C:9]=1[N:8]1[C:4]([CH3:1])=[C:5]([S:23][CH3:24])[C:6]([C:21]#[N:22])=[N:7]1. The catalyst class is: 469.